Dataset: Reaction yield outcomes from USPTO patents with 853,638 reactions. Task: Predict the reaction yield, written as a fraction of the theoretical maximum amount of product (1.0 means a 100% yield; for example, 0.34 means a 34% yield). The reactants are [CH3:1][CH:2]([CH3:15])[CH2:3][C:4]([C:6]1[CH:14]=[CH:13][C:9]([C:10]([OH:12])=O)=[CH:8][CH:7]=1)=[O:5].F[P-](F)(F)(F)(F)F.N1(OC(N(C)C)=[N+](C)C)C2N=CC=CC=2N=N1.Cl.[NH2:41][CH2:42][CH2:43][C:44]([O:46][CH3:47])=[O:45].C(N(CC)CC)C. The catalyst is CN(C)C=O. The product is [CH3:15][CH:2]([CH3:1])[CH2:3][C:4]([C:6]1[CH:7]=[CH:8][C:9]([C:10]([NH:41][CH2:42][CH2:43][C:44]([O:46][CH3:47])=[O:45])=[O:12])=[CH:13][CH:14]=1)=[O:5]. The yield is 0.770.